From a dataset of Experimentally validated miRNA-target interactions with 360,000+ pairs, plus equal number of negative samples. Binary Classification. Given a miRNA mature sequence and a target amino acid sequence, predict their likelihood of interaction. (1) Result: 0 (no interaction). The protein sequence of the target gene is MAGGEDRGDGEPVSVVTVRVQYLEDTDPFACANFPEPRRAPTCSLDGALPLGAQIPAVHRLLGAPLKLEDCALQVSPSGYYLDTELSLEEQREMLEGFYEEISKGRKPTLILRTQLSVRVNAILEKLYSSSGPELRRSLFSLKQIFQEDKDLVPEFVHSEGLSCLIRVGAAADHNYQSYILRALGQLMLFVDGMLGVVAHSDTIQWLYTLCASLSRLVVKTALKLLLVFVEYSENNAPLFIRAVNSVASTTGAPPWANLVSILEEKNGADPELLVYTVTLINKTLAALPDQDSFYDVTDA.... The miRNA is mmu-miR-369-5p with sequence AGAUCGACCGUGUUAUAUUCGC. (2) The protein sequence of the target gene is MNCVCRLVLVVLSLWPDRVVAPGPPAGSPRVSSDPRADLDSAVLLTRSLLADTRQLAAQMRDKFPADGDHSLDSLPTLAMSAGTLGSLQLPGVLTRLRVDLMSYLRHVQWLRRAGGPSLKTLEPELGALQARLERLLRRLQLLMSRLALPQAAPDQPVIPLGPPASAWGSIRAAHAILGGLHLTLDWAVRGLLLLKTRL. Result: 1 (interaction). The miRNA is mmu-miR-3085-3p with sequence UCUGGCUGCUAUGGCCCCCUC. (3) The miRNA is hsa-miR-455-3p with sequence GCAGUCCAUGGGCAUAUACAC. The protein sequence of the target gene is MAMESTATAAVAAELVSADKIEDVPAPSTSADKVESLDVDSEAKKLLGLGQKHLVMGDIPAAVNAFQEAASLLGKKYGETANECGEAFFFYGKSLLELARMENGVLGNALEGVHVEEEEGEKTEDESLVENNDNIDEEAREELREQVYDAMGEKEEAKKTEDKSLAKPETDKEQDSEMEKGGREDMDISKSAEEPQEKVDLTLDWLTETSEEAKGGAAPEGPNEAEVTSGKPEQEVPDAEEEKSVSGTDVQEECREKGGQEKQGEVIVSIEEKPKEVSEEQPVVTLEKQGTAVEVEAESL.... Result: 1 (interaction). (4) The miRNA is hsa-miR-4446-3p with sequence CAGGGCUGGCAGUGACAUGGGU. The protein sequence of the target gene is MAAPEQPLAISRGCTSSSSLSPPRGDRTLLVRHLPAELTAEEKEDLLKYFGAQSVRVLSDKGRLKHTAFATFPNEKAAIKALTRLHQLKLLGHTLVVEFAKEQDRVHSPCPTSGSEKKKRSDDPVEDDKEKKELGYLTVENGIAPNHGLTFPLNSCLKYMYPPPSSTILANIVNALASVPKFYVQVLHLMNKMNLPTPFGPITARPPMYEDYMPLHAPLPPTSPQPPEEPPLPDEDEELSSEESEYESTDDEDRQRMNKLMELANLQPKRPKTIKQRHVRKKRKIKDMLNTPLCPSHSSL.... Result: 0 (no interaction). (5) The miRNA is mmu-miR-3083-5p with sequence AGGCUGGGAAUAUUUCAGAGAU. The protein sequence of the target gene is MGRYSGKTCRLLFMLVLTAAFFVAELVSGYLGNSIALLSDSFNMLSDLISLCVGLGSGYIARRGPRGSSATYGYVRAEVVGALSNAVFLTALCFTIFVEAVLRLARPERIDDPELVLIVGALGLAVNVVGLLIFQDCGACFSRCTRGRRTRPSQQPSQGDPRGALGCPQEAATATAPGSGTAVTLRGSSAGRKQQEGATVFSNVAGDSLNTENEPEETTKKEKKSEALNIRGVLLHVMGDALGSVVVVITAIIFYVQPLRREDPCNWQCYIDPSLTVVMVIIILSSAFPLIKETAVILLQ.... Result: 0 (no interaction).